From a dataset of Full USPTO retrosynthesis dataset with 1.9M reactions from patents (1976-2016). Predict the reactants needed to synthesize the given product. Given the product [F:57][C:54]1[CH:53]=[CH:52][C:51]([CH2:50][N:37]2[C:36](=[O:58])[C:35]([CH2:32][OH:33])=[CH:40][C:39]([C:41]3[CH:46]=[CH:45][C:44]([O:47][CH3:48])=[C:43]([F:49])[CH:42]=3)=[N:38]2)=[CH:56][CH:55]=1, predict the reactants needed to synthesize it. The reactants are: FC1C=C(F)C=CC=1C1C=C(CN2C(=O)C3=CC=CC=C3C2=O)C(=O)N(CC(C)C)N=1.[C:32]([C:35]1[C:36](=[O:58])[N:37]([CH2:50][C:51]2[CH:56]=[CH:55][C:54]([F:57])=[CH:53][CH:52]=2)[N:38]=[C:39]([C:41]2[CH:46]=[CH:45][C:44]([O:47][CH3:48])=[C:43]([F:49])[CH:42]=2)[CH:40]=1)(O)=[O:33].